This data is from Reaction yield outcomes from USPTO patents with 853,638 reactions. The task is: Predict the reaction yield, written as a fraction of the theoretical maximum amount of product (1.0 means a 100% yield; for example, 0.34 means a 34% yield). (1) The reactants are [Cl:1][C:2]1[CH:33]=[CH:32][CH:31]=[C:30]([Cl:34])[C:3]=1[CH2:4][NH:5][CH:6]([CH2:11][C:12]1[CH:13]=[C:14]2[C:19](=[CH:20][CH:21]=1)[N:18]=[C:17]([C:22]1[C:27]([Cl:28])=[CH:26][CH:25]=[CH:24][C:23]=1[Cl:29])[CH:16]=[CH:15]2)[C:7]([O:9][CH3:10])=[O:8].[C:35]([O-])(O)=O.[Na+].CI. The catalyst is CO. The product is [Cl:1][C:2]1[CH:33]=[CH:32][CH:31]=[C:30]([Cl:34])[C:3]=1[CH2:4][N:5]([CH3:35])[CH:6]([CH2:11][C:12]1[CH:13]=[C:14]2[C:19](=[CH:20][CH:21]=1)[N:18]=[C:17]([C:22]1[C:27]([Cl:28])=[CH:26][CH:25]=[CH:24][C:23]=1[Cl:29])[CH:16]=[CH:15]2)[C:7]([O:9][CH3:10])=[O:8]. The yield is 0.430. (2) The reactants are [Cl:1][C:2]1[CH:3]=[C:4]([C:20]2[C:21]([C:26]#[N:27])=[CH:22][CH:23]=[CH:24][CH:25]=2)[CH:5]=[CH:6][C:7]=1[CH2:8][C:9]1[C:14](=[O:15])[NH:13][C:12]([CH3:16])=[N:11][C:10]=1[CH2:17][CH2:18][CH3:19].[CH3:28][C:29]1([CH3:41])[CH2:33][C:32]2[CH:34]=[C:35](B(O)O)[CH:36]=[CH:37][C:31]=2[O:30]1.C([N:44](CC)CC)C.N1C=CC=CC=1.[C:55]([O:58]CC)(=[O:57])C. The catalyst is ClCCl.C([O-])(=O)C.[Cu+2].C([O-])(=O)C. The product is [Cl:1][C:2]1[CH:3]=[C:4]([C:20]2[CH:25]=[CH:24][CH:23]=[CH:22][C:21]=2[C:26]2[NH:44][C:55](=[O:57])[O:58][N:27]=2)[CH:5]=[CH:6][C:7]=1[CH2:8][C:9]1[C:14](=[O:15])[N:13]([C:35]2[CH:36]=[CH:37][C:31]3[O:30][C:29]([CH3:41])([CH3:28])[CH2:33][C:32]=3[CH:34]=2)[C:12]([CH3:16])=[N:11][C:10]=1[CH2:17][CH2:18][CH3:19]. The yield is 0.620.